Dataset: Reaction yield outcomes from USPTO patents with 853,638 reactions. Task: Predict the reaction yield, written as a fraction of the theoretical maximum amount of product (1.0 means a 100% yield; for example, 0.34 means a 34% yield). (1) The reactants are C([O-])([O-])=O.[Na+].[Na+].Br[C:8]1[CH:9]=[CH:10][C:11]2=[C:12]([CH:35]=1)[N:13]=[C:14]([NH:27][C:28](=[O:34])[O:29][C:30]([CH3:33])([CH3:32])[CH3:31])[CH2:15][C:16]([C:18](=[O:26])[N:19]([CH2:23][CH2:24][CH3:25])[CH2:20][CH2:21][CH3:22])=[CH:17]2.O.[K].[K].C1(P(C2C=CC(S(O)(=O)=O)=CC=2)C2C=CC(S(O)(=O)=O)=CC=2)C=CC=CC=1.N#N.[CH3:68][N:69]([CH3:81])[C:70]([C:72]1[CH:77]=[CH:76][C:75](B(O)O)=[CH:74][CH:73]=1)=[O:71]. The catalyst is CCO.O.CCOC(C)=O.CC([O-])=O.CC([O-])=O.[Pd+2]. The product is [CH3:68][N:69]([CH3:81])[C:70]([C:72]1[CH:77]=[CH:76][C:75]([C:8]2[CH:9]=[CH:10][C:11]3=[C:12]([CH:35]=2)[N:13]=[C:14]([NH:27][C:28](=[O:34])[O:29][C:30]([CH3:32])([CH3:31])[CH3:33])[CH2:15][C:16]([C:18](=[O:26])[N:19]([CH2:20][CH2:21][CH3:22])[CH2:23][CH2:24][CH3:25])=[CH:17]3)=[CH:74][CH:73]=1)=[O:71]. The yield is 0.830. (2) The reactants are FC(F)(F)C(O)=O.[NH2:8][CH2:9][CH2:10][C:11]1[C:12]([C:16]2[N:20]([C:21]3[CH:26]=[CH:25][C:24]([F:27])=[C:23]([Cl:28])[CH:22]=3)C(=O)[O:18][N:17]=2)=[N:13][O:14][N:15]=1.[S:30](N)([NH2:33])(=[O:32])=[O:31].N1C=CC=CC=1.[OH-].[Na+]. The catalyst is C(O)(=O)C. The product is [Cl:28][C:23]1[CH:22]=[C:21]([NH:20][C:16]([C:12]2[C:11]([CH2:10][CH2:9][NH:8][S:30](=[O:32])(=[O:31])[NH2:33])=[N:15][O:14][N:13]=2)=[N:17][OH:18])[CH:26]=[CH:25][C:24]=1[F:27]. The yield is 0.460.